From a dataset of Full USPTO retrosynthesis dataset with 1.9M reactions from patents (1976-2016). Predict the reactants needed to synthesize the given product. The reactants are: CN(OC)[C:3]([C:5]1[S:6][C:7]2[CH:14]=[C:13]([C:15]([F:18])([F:17])[F:16])[CH:12]=[CH:11][C:8]=2[C:9]=1[CH3:10])=[O:4].[CH2:21]([Mg]Cl)[CH2:22][CH3:23].C(OCC)C. Given the product [CH3:10][C:9]1[C:8]2[CH:11]=[CH:12][C:13]([C:15]([F:18])([F:17])[F:16])=[CH:14][C:7]=2[S:6][C:5]=1[C:3](=[O:4])[CH2:21][CH2:22][CH3:23], predict the reactants needed to synthesize it.